From a dataset of Peptide-MHC class II binding affinity with 134,281 pairs from IEDB. Regression. Given a peptide amino acid sequence and an MHC pseudo amino acid sequence, predict their binding affinity value. This is MHC class II binding data. (1) The binding affinity (normalized) is 0.706. The MHC is DRB3_0301 with pseudo-sequence DRB3_0301. The peptide sequence is PKGISRMSMAMGTMA. (2) The peptide sequence is LEVLNFDFQANAQLS. The MHC is DRB3_0101 with pseudo-sequence DRB3_0101. The binding affinity (normalized) is 0.492. (3) The peptide sequence is EPTAAPAEPEAPAPE. The MHC is DRB1_1302 with pseudo-sequence DRB1_1302. The binding affinity (normalized) is 0.326. (4) The peptide sequence is YPEDPVKLASIVKAS. The MHC is HLA-DQA10303-DQB10402 with pseudo-sequence HLA-DQA10303-DQB10402. The binding affinity (normalized) is 0.301. (5) The MHC is DRB1_1201 with pseudo-sequence DRB1_1201. The peptide sequence is AIPKVPPGPNITATY. The binding affinity (normalized) is 0.173. (6) The peptide sequence is DVINDFVSSYARGET. The MHC is DRB1_0405 with pseudo-sequence DRB1_0405. The binding affinity (normalized) is 0.323.